Dataset: Catalyst prediction with 721,799 reactions and 888 catalyst types from USPTO. Task: Predict which catalyst facilitates the given reaction. Reactant: [Cl:1][C:2]1[CH:3]=[C:4]2[C:9](=[C:10]([C:12](O)=[O:13])[CH:11]=1)[NH:8][CH:7]([C:15]1[CH:20]=[CH:19][CH:18]=[C:17]([N:21]3[CH2:25][CH2:24][CH2:23][CH2:22]3)[CH:16]=1)[CH2:6][C:5]2([CH3:27])[CH3:26].Cl.CN(C)CCCN=C=NCC.[CH3:40][S:41]([NH2:44])(=[O:43])=[O:42]. Product: [Cl:1][C:2]1[CH:3]=[C:4]2[C:9](=[C:10]([C:12]([NH:44][S:41]([CH3:40])(=[O:43])=[O:42])=[O:13])[CH:11]=1)[NH:8][CH:7]([C:15]1[CH:20]=[CH:19][CH:18]=[C:17]([N:21]3[CH2:25][CH2:24][CH2:23][CH2:22]3)[CH:16]=1)[CH2:6][C:5]2([CH3:27])[CH3:26]. The catalyst class is: 119.